Dataset: Full USPTO retrosynthesis dataset with 1.9M reactions from patents (1976-2016). Task: Predict the reactants needed to synthesize the given product. (1) Given the product [Cl:27][C:25]1[CH:24]=[CH:23][C:22]([CH3:28])=[C:21]([CH:9]([O:8][CH2:7][CH2:6][NH:5][C:3](=[O:4])[O:2][CH3:1])[CH2:10][CH2:11][NH:12][CH3:13])[CH:26]=1, predict the reactants needed to synthesize it. The reactants are: [CH3:1][O:2][C:3]([NH:5][CH2:6][CH2:7][O:8][CH:9]([C:21]1[CH:26]=[C:25]([Cl:27])[CH:24]=[CH:23][C:22]=1[CH3:28])[CH2:10][CH2:11][N:12](C)[C:13](=O)OC(C)(C)C)=[O:4]. (2) Given the product [Cl:11][C:12]1[CH:17]=[CH:16][C:15]([C:2]2[CH:7]=[CH:6][CH:5]=[CH:4][C:3]=2[N+:8]([O-:10])=[O:9])=[CH:14][CH:13]=1, predict the reactants needed to synthesize it. The reactants are: Br[C:2]1[CH:7]=[CH:6][CH:5]=[CH:4][C:3]=1[N+:8]([O-:10])=[O:9].[Cl:11][C:12]1[CH:17]=[CH:16][C:15](B(O)O)=[CH:14][CH:13]=1.C(=O)([O-])[O-].[Na+].[Na+]. (3) Given the product [CH3:23][C:17]1[CH:18]=[C:19]([CH3:22])[CH:20]=[CH:21][C:16]=1[N:7]1[C:6](=[O:24])[C:5]2[CH:4]=[CH:3][C:2]([NH:1][C:37]3[CH:46]=[CH:45][C:44]4[N:43]([CH3:47])[C:42](=[O:48])[CH:41]=[C:40]5[C:49]6[C:54]([C:55](=[O:56])[C:38]=3[C:39]=45)=[CH:53][CH:52]=[CH:51][CH:50]=6)=[C:13]3[C:14]=2[C:9](=[CH:10][CH:11]=[CH:12]3)[C:8]1=[O:15], predict the reactants needed to synthesize it. The reactants are: [NH2:1][C:2]1[CH:3]=[CH:4][C:5]2[C:6](=[O:24])[N:7]([C:16]3[CH:21]=[CH:20][C:19]([CH3:22])=[CH:18][C:17]=3[CH3:23])[C:8](=[O:15])[C:9]3[C:14]=2[C:13]=1[CH:12]=[CH:11][CH:10]=3.C([O-])(=O)C.[K+].C(=O)([O-])[O-].[K+].[K+].Br[C:37]1[CH:46]=[CH:45][C:44]2[N:43]([CH3:47])[C:42](=[O:48])[CH:41]=[C:40]3[C:49]4[C:54]([C:55](=[O:56])[C:38]=1[C:39]=23)=[CH:53][CH:52]=[CH:51][CH:50]=4. (4) Given the product [CH:1]([N:4]1[C:16]2[CH2:15][CH2:14][CH2:13][CH2:12][C:11]=2[C:10]2[C:5]1=[CH:6][CH:7]=[C:8]([N+:17]([O-:19])=[O:18])[C:9]=2[CH3:20])([CH3:3])[CH3:2], predict the reactants needed to synthesize it. The reactants are: [CH:1]([N:4]1[C:16]2[CH2:15][CH2:14][CH2:13][CH2:12][C:11]=2[C:10]2[C:5]1=[CH:6][CH:7]=[C:8]([N+:17]([O-:19])=[O:18])[CH:9]=2)([CH3:3])[CH3:2].[CH3:20][Mg]Br.